From a dataset of Forward reaction prediction with 1.9M reactions from USPTO patents (1976-2016). Predict the product of the given reaction. (1) Given the reactants [NH2:1][C:2]1[CH:3]=[C:4]([C:8]([C:10]2[N:11]([C:15]3[CH:20]=[CH:19][N:18]=[C:17]([NH:21][CH2:22][C@@H:23]([OH:25])[CH3:24])[N:16]=3)[CH:12]=[CH:13][N:14]=2)=[O:9])[CH:5]=[CH:6][CH:7]=1.[F:26][C:27]([F:38])([F:37])[C:28]1[CH:29]=[C:30]([CH:34]=[CH:35][CH:36]=1)[C:31](O)=[O:32].CCN=C=NCCCN(C)C.C1C=CC2N(O)N=NC=2C=1, predict the reaction product. The product is: [OH:25][C@@H:23]([CH3:24])[CH2:22][NH:21][C:17]1[N:16]=[C:15]([N:11]2[CH:12]=[CH:13][N:14]=[C:10]2[C:8]([C:4]2[CH:3]=[C:2]([NH:1][C:31](=[O:32])[C:30]3[CH:34]=[CH:35][CH:36]=[C:28]([C:27]([F:26])([F:37])[F:38])[CH:29]=3)[CH:7]=[CH:6][CH:5]=2)=[O:9])[CH:20]=[CH:19][N:18]=1. (2) Given the reactants [OH:1][C:2]1[CH:11]=[CH:10][C:5]([C:6]([O:8]C)=[O:7])=[C:4]([N:12]2[CH2:21][C:20]3[C:15](=[CH:16][CH:17]=[CH:18][CH:19]=3)[NH:14][C:13]2=[O:22])[CH:3]=1.CS(O[CH2:28][C:29]1[C:34]([F:35])=[CH:33][CH:32]=[CH:31][N:30]=1)(=O)=O.C(=O)([O-])[O-].[K+].[K+].O, predict the reaction product. The product is: [F:35][C:34]1[C:29]([CH2:28][O:1][C:2]2[CH:11]=[CH:10][C:5]([C:6]([OH:8])=[O:7])=[C:4]([N:12]3[CH2:21][C:20]4[C:15](=[CH:16][CH:17]=[CH:18][CH:19]=4)[NH:14][C:13]3=[O:22])[CH:3]=2)=[N:30][CH:31]=[CH:32][CH:33]=1. (3) The product is: [C:25]([NH:24][C:18]1[CH:19]=[C:20]2[C:15](=[CH:16][CH:17]=1)[N:14]=[C:13]([N:11]1[CH:12]=[C:8]([C:6]([OH:7])=[O:5])[CH:9]=[N:10]1)[NH:22][C:21]2=[O:23])(=[O:32])[C:26]1[CH:31]=[CH:30][CH:29]=[CH:28][CH:27]=1. Given the reactants [OH-].[K+].C([O:5][C:6]([C:8]1[CH:9]=[N:10][N:11]([C:13]2[NH:22][C:21](=[O:23])[C:20]3[C:15](=[CH:16][CH:17]=[C:18]([NH:24][C:25](=[O:32])[C:26]4[CH:31]=[CH:30][CH:29]=[CH:28][CH:27]=4)[CH:19]=3)[N:14]=2)[CH:12]=1)=[O:7])C, predict the reaction product. (4) Given the reactants [CH2:1]([C:3]1([CH:8]([F:13])[C:9]([NH:11][OH:12])=[O:10])OCCO1)[CH3:2].OS(O)(=O)=O, predict the reaction product. The product is: [CH2:1]([C:3]1[O:12][N:11]=[C:9]([OH:10])[C:8]=1[F:13])[CH3:2]. (5) Given the reactants Cl[C:2]1[C:7]([C:8]#[N:9])=[C:6]([NH:10][CH2:11][CH2:12][OH:13])[N:5]=[C:4]([NH:14][CH2:15][CH2:16][OH:17])[N:3]=1.[CH3:18][O:19][C:20]1[CH:25]=[CH:24][CH:23]=[CH:22][C:21]=1[N:26]1[CH2:31][CH2:30][NH:29][CH2:28][CH2:27]1.C(N(C(C)C)C(C)C)C, predict the reaction product. The product is: [OH:17][CH2:16][CH2:15][NH:14][C:4]1[N:5]=[C:6]([NH:10][CH2:11][CH2:12][OH:13])[C:7]([C:8]#[N:9])=[C:2]([N:29]2[CH2:28][CH2:27][N:26]([C:21]3[CH:22]=[CH:23][CH:24]=[CH:25][C:20]=3[O:19][CH3:18])[CH2:31][CH2:30]2)[N:3]=1. (6) Given the reactants Cl[C:2]1[N:7]=[C:6]([N:8]2[CH2:13][CH2:12][O:11][CH2:10][CH2:9]2)[C:5]([O:14][CH3:15])=[CH:4][N:3]=1.[N+:16]([C:19]1[CH:24]=[C:23](B2OC(C)(C)C(C)(C)O2)[CH:22]=[CH:21][C:20]=1[NH2:34])([O-:18])=[O:17].C(=O)([O-])[O-].[Na+].[Na+], predict the reaction product. The product is: [CH3:15][O:14][C:5]1[C:6]([N:8]2[CH2:13][CH2:12][O:11][CH2:10][CH2:9]2)=[N:7][C:2]([C:23]2[CH:22]=[CH:21][C:20]([NH2:34])=[C:19]([N+:16]([O-:18])=[O:17])[CH:24]=2)=[N:3][CH:4]=1.